From a dataset of Human Reference Interactome with 51,813 positive PPI pairs across 8,248 proteins, plus equal number of experimentally-validated negative pairs. Binary Classification. Given two protein amino acid sequences, predict whether they physically interact or not. (1) Protein 1 (ENSG00000131910) has sequence MSTSQPGACPCQGAASRPAILYALLSSSLKAVPRPRSRCLCRQHRPVQLCAPHRTCREALDVLAKTVAFLRNLPSFWQLPPQDQRRLLQGCWGPLFLLGLAQDAVTFEVAEAPVPSILKKILLEEPSSSGGSGQLPDRPQPSLAAVQWLQCCLESFWSLELSPKEYACLKGTILFNPDVPGLQAASHIGHLQQEAHWVLCEVLEPWCPAAQGRLTRVLLTASTLKSIPTSLLGDLFFRPIIGDVDIAGLLGDMLLLR*. Protein 2 (ENSG00000213983) has sequence MVVPSLKLQDLIEEIRGAKTQAQEREVIQKECAHIRASFRDGDPVHRHRQLAKLLYVHMLGYPAHFGQMECLKLIASSRFTDKRVGYLGAMLLLDERHDAHLLITNSIKNDLSQGIQPVQGLALCTLSTMGSAEMCRDLAPEVEKLLLQPSPYVRKKAILTAVHMIRKVPELSSVFLPPCAQLLHERHHGILLGTITLITELCERSPAALRHFRKVVPQLVHILRTLVTMGYSTEHSISGVSDPFLQVQILRLLRILGRNHEESSETMNDLLAQVATNTDTSRNAGNAVLFETVLTIMDI.... Result: 0 (the proteins do not interact). (2) Protein 1 (ENSG00000183559) has sequence MIREWKNDCQRIEKQRASDTMVQERKNEKPVRIFNTNSSFQDQAPTCCQEDLSSASPLRIWSKFYRSDPRIALGKYSPLEKEILRLGGIHTIAARRLLAYKQEEECRMLKELQLLSPDYKQAMEYKKKHSSPCAICVPLEKIWTAKVIAPLEAFKMPQREQVNVSKHIERMRLARALGNHQPLPYIERFTRSSFLSGVGLGPMAKNKARRKEDNYDTHNCDDANQDKKEEAEGKNTKRREIKMNVVFKSKEPKKCLTYHGNDRKSFLPAKKPERSIAGLTNRNLFCISEFPGDLMLMNQD.... Protein 2 (ENSG00000078114) has sequence MRVPVFEDIKDETEEEKIGEEENEEDQVFYKPVIEDLSMELARKCTELISDIRYKEEFKKSKDKCTFVTDSPMLNHVKNIGAFISEAKYKGTIKADLSNSLYKRMPATIDSVFAGEVTQLQSEVAYKQKHDAAKGFSDYAHMKEPPEVKHAMEVNKHQSNISYRKDVQDTHTYSAELDRPDIKMATQISKIISNAEYKKGQGIMNKEPAVIGRPDFEHAVEASKLSSQIKYKEKFDNEMKDKKHHYNPLESASFRQNQLAATLASNVKYKKDIQNMHDPVSDLPNLLFLDHVLKASKMLS.... Result: 0 (the proteins do not interact). (3) Protein 1 (ENSG00000168071) has sequence MPCAARSRSSWRRSWTNTACWSLCPCPGPRSPSPAPMRRAQSSLCLRDETLAGGQRRKLSSRFPVGRSSESFSPGDTPRQRFRQRHPGPLGAPVSHSKGPGVGWENSAETLQEHETDANREGPEVQEPEKRPLTPSLSQ*MAGVAAHRAHPPFTAHMKNRGLREELEKAVVRGKELGDRLEHLQRELEQAALERQEFLREKESQHQRYQGLEQRLEAELQAAATSKEEALMELKTRALQLEEELFQLRQGPAGLGPKKRAEPQLVETQNVRLIEVERSNAMLVAEKAALQGQLQHLEGQL.... Protein 2 (ENSG00000156265) has sequence MVQLIAPLEVMWNEAADLKPLALSRRLECSGGIMAHYSPDLLGPEMESRYFAQVGLEHLASSSPPAFGFLKCLDYSISVLCSATSLAMLEDNPKVSKLATGDWMLTLKPKSITVPVEIPSSPLDDTPPEDSIPLVFPELDQQLQPLPPCHDSEESMEVFKQHCQIAEEYHEVKKEITLLEQRKKELIAKLDQAEKEKVDAAELVREFEALTEENRTLRLAQSQCVEQLEKLRIQYQKRQGSS*MISTARVPADKPVRIAFSLNDASDDTPPEDSIPLVFPELDQQLQPLPPCHDSEESME.... Result: 0 (the proteins do not interact). (4) Protein 1 (ENSG00000115484) has sequence MPENVAPRSGATAGAAGGRGKGAYQDRDKPAQIRFSNISAAKAVADAIRTSLGPKGMDKMIQDGKGDVTITNDGATILKQMQVLHPAARMLVELSKAQDIEAGDGTTSVVIIAGSLLDSCTKLLQKGIHPTIISESFQKALEKGIEILTDMSRPVELSDRETLLNSATTSLNSKVVSQYSSLLSPMSVNAVMKVIDPATATSVDLRDIKIVKKLGGTIDDCELVEGLVLTQKVSNSGITRVEKAKIGLIQFCLSAPKTDMDNQIVVSDYAQMDRVLREERAYILNLVKQIKKTGCNVLLI.... Protein 2 (ENSG00000150753) has sequence MASMGTLAFDEYGRPFLIIKDQDRKSRLMGLEALKSHIMAAKAVANTMRTSLGPNGLDKMMVDKDGDVTVTNDGATILSMMDVDHQIAKLMVELSKSQDDEIGDGTTGVVVLAGALLEEAEQLLDRGIHPIRIADGYEQAARVAIEHLDKISDSVLVDIKDTEPLIQTAKTTLGSKVVNSCHRQMAEIAVNAVLTVADMERRDVDFELIKVEGKVGGRLEDTKLIKGVIVDKDFSHPQMPKKVEDAKIAILTCPFEPPKPKTKHKLDVTSVEDYKALQKYEKEKFEEMIQQIKETGANLA.... Result: 0 (the proteins do not interact).